From a dataset of Catalyst prediction with 721,799 reactions and 888 catalyst types from USPTO. Predict which catalyst facilitates the given reaction. (1) Reactant: [NH2:1][C:2]1[CH:9]=[C:8]([CH3:10])[CH:7]=[CH:6][C:3]=1[C:4]#[N:5].[N-:11]=[N+:12]=[N-:13].[Na+].Cl.C(N(CC)CC)C. Product: [CH3:10][C:8]1[CH:7]=[CH:6][C:3]([C:4]2[NH:13][N:12]=[N:11][N:5]=2)=[C:2]([CH:9]=1)[NH2:1]. The catalyst class is: 11. (2) Reactant: Cl.[NH:2]1[CH2:6][CH2:5][CH2:4][C@@H:3]1[CH2:7][CH2:8][OH:9].C(N(C(C)C)CC)(C)C.[CH3:19][C:20]1[CH:25]=[CH:24][C:23]([S:26](Cl)(=[O:28])=[O:27])=[CH:22][C:21]=1[N+:30]([O-:32])=[O:31].C(=O)(O)[O-].[Na+]. Product: [CH3:19][C:20]1[CH:25]=[CH:24][C:23]([S:26]([N:2]2[CH2:6][CH2:5][CH2:4][C@@H:3]2[CH2:7][CH2:8][OH:9])(=[O:27])=[O:28])=[CH:22][C:21]=1[N+:30]([O-:32])=[O:31]. The catalyst class is: 4. (3) Reactant: O[CH2:2][CH2:3][C:4]1[CH:9]=[CH:8][C:7]([CH2:10][CH2:11][C:12]2[N:13]=[C:14]([NH:17][C:18](=[O:20])[CH3:19])[S:15][CH:16]=2)=[CH:6][CH:5]=1.C(Br)(Br)(Br)[Br:22].C1(P(C2C=CC=CC=2)C2C=CC=CC=2)C=CC=CC=1. Product: [Br:22][CH2:2][CH2:3][C:4]1[CH:9]=[CH:8][C:7]([CH2:10][CH2:11][C:12]2[N:13]=[C:14]([NH:17][C:18](=[O:20])[CH3:19])[S:15][CH:16]=2)=[CH:6][CH:5]=1. The catalyst class is: 4.